Task: Regression. Given a peptide amino acid sequence and an MHC pseudo amino acid sequence, predict their binding affinity value. This is MHC class I binding data.. Dataset: Peptide-MHC class I binding affinity with 185,985 pairs from IEDB/IMGT (1) The peptide sequence is EARGKEKLL. The MHC is HLA-B46:01 with pseudo-sequence HLA-B46:01. The binding affinity (normalized) is 0.0847. (2) The peptide sequence is RDIINEEAADW. The MHC is Mamu-B01 with pseudo-sequence Mamu-B01. The binding affinity (normalized) is 0. (3) The binding affinity (normalized) is 0.959. The MHC is HLA-B15:01 with pseudo-sequence HLA-B15:01. The peptide sequence is MQSYNSVPI. (4) The peptide sequence is YCPGTTVTL. The MHC is HLA-A02:03 with pseudo-sequence HLA-A02:03. The binding affinity (normalized) is 0.0847. (5) The MHC is HLA-A01:01 with pseudo-sequence HLA-A01:01. The peptide sequence is RPVPHWPKY. The binding affinity (normalized) is 0.0847. (6) The peptide sequence is SVFPFDGTR. The MHC is HLA-B18:01 with pseudo-sequence HLA-B18:01. The binding affinity (normalized) is 0.0847. (7) The peptide sequence is KEKGGLEGL. The MHC is HLA-A68:01 with pseudo-sequence HLA-A68:01. The binding affinity (normalized) is 0. (8) The peptide sequence is KFFMVHSLK. The MHC is HLA-A68:02 with pseudo-sequence HLA-A68:02. The binding affinity (normalized) is 0.0847. (9) The peptide sequence is YTITYHDDW. The MHC is SLA-20401 with pseudo-sequence SLA-20401. The binding affinity (normalized) is 0.290.